This data is from hERG potassium channel inhibition data for cardiac toxicity prediction from Karim et al.. The task is: Regression/Classification. Given a drug SMILES string, predict its toxicity properties. Task type varies by dataset: regression for continuous values (e.g., LD50, hERG inhibition percentage) or binary classification for toxic/non-toxic outcomes (e.g., AMES mutagenicity, cardiotoxicity, hepatotoxicity). Dataset: herg_karim. (1) The drug is COCCCc1cc(CN(C(=O)[C@H]2CNCC[C@@]23OCc2cc(F)c(F)cc23)C2CC2)c2ccccc2c1. The result is 0 (non-blocker). (2) The drug is O=C(O)CCCOc1cccc(CCCCCCOc2cc(-c3ccsc3)cc(-c3ccc4c(c3)OCO4)c2)c1CCC(=O)O. The result is 1 (blocker).